Dataset: Catalyst prediction with 721,799 reactions and 888 catalyst types from USPTO. Task: Predict which catalyst facilitates the given reaction. Reactant: [Cl:1][C:2]1[C:3]2[N:4]([N:16]=[CH:17][N:18]=2)[CH:5]=[C:6]([C:8]2[CH:13]=[CH:12][C:11]([F:14])=[CH:10][C:9]=2[Cl:15])[N:7]=1.Cl.[NH2:20][C:21]1[C:26]([C:27](=[O:32])[C:28]([F:31])([F:30])[F:29])=[CH:25][CH:24]=[C:23]([NH:33][CH2:34][CH2:35][NH2:36])[N:22]=1.C(N(CC)C(C)C)(C)C. Product: [ClH:1].[NH2:20][C:21]1[C:26]([C:27](=[O:32])[C:28]([F:29])([F:31])[F:30])=[CH:25][CH:24]=[C:23]([NH:33][CH2:34][CH2:35][NH:36][C:2]2[C:3]3[N:4]([N:16]=[CH:17][N:18]=3)[CH:5]=[C:6]([C:8]3[CH:13]=[CH:12][C:11]([F:14])=[CH:10][C:9]=3[Cl:15])[N:7]=2)[N:22]=1. The catalyst class is: 16.